Dataset: Reaction yield outcomes from USPTO patents with 853,638 reactions. Task: Predict the reaction yield, written as a fraction of the theoretical maximum amount of product (1.0 means a 100% yield; for example, 0.34 means a 34% yield). (1) The reactants are [CH2:1]([C:3]1O[C:5](=[O:13])[C:6]2[CH:12]=[CH:11][CH:10]=[N:9][C:7]=2[N:8]=1)[CH3:2].[F:14][C:15]1[CH:21]=[CH:20][C:18]([NH2:19])=[CH:17][CH:16]=1. The catalyst is C1(C)C=CC=CC=1. The product is [CH2:1]([C:3]1[N:19]([C:18]2[CH:20]=[CH:21][C:15]([F:14])=[CH:16][CH:17]=2)[C:5](=[O:13])[C:6]2[CH:12]=[CH:11][CH:10]=[N:9][C:7]=2[N:8]=1)[CH3:2]. The yield is 0.320. (2) The reactants are [F:1][C:2]([F:7])([F:6])[C:3]([OH:5])=[O:4].F[C:9](F)(F)[C:10](O)=[O:11].[Cl:15][C:16]1[CH:17]=[N:18][C:19]2[NH:20][C:21]3[CH:22]=[CH:23][CH:24]=[C:25]([CH:46]=3)[CH2:26][CH2:27][C:28]3[CH:36]=[C:32]([NH:33][C:34]=1[N:35]=2)[CH:31]=[CH:30][C:29]=3[NH:37][C:38]([CH:40]1[CH2:45][CH2:44][NH:43][CH2:42][CH2:41]1)=[O:39].C(Cl)(=O)C. No catalyst specified. The product is [F:1][C:2]([F:7])([F:6])[C:3]([OH:5])=[O:4].[C:10]([N:43]1[CH2:44][CH2:45][CH:40]([C:38]([NH:37][C:29]2[CH:30]=[CH:31][C:32]3[NH:33][C:34]4[N:35]=[C:19]([NH:20][C:21]5[CH:22]=[CH:23][CH:24]=[C:25]([CH:46]=5)[CH2:26][CH2:27][C:28]=2[CH:36]=3)[N:18]=[CH:17][C:16]=4[Cl:15])=[O:39])[CH2:41][CH2:42]1)(=[O:11])[CH3:9]. The yield is 0.160.